From a dataset of NCI-60 drug combinations with 297,098 pairs across 59 cell lines. Regression. Given two drug SMILES strings and cell line genomic features, predict the synergy score measuring deviation from expected non-interaction effect. (1) Drug 1: CC1=CC2C(CCC3(C2CCC3(C(=O)C)OC(=O)C)C)C4(C1=CC(=O)CC4)C. Drug 2: CCN(CC)CCNC(=O)C1=C(NC(=C1C)C=C2C3=C(C=CC(=C3)F)NC2=O)C. Cell line: HOP-92. Synergy scores: CSS=-14.3, Synergy_ZIP=7.12, Synergy_Bliss=-2.02, Synergy_Loewe=-7.02, Synergy_HSA=-11.1. (2) Drug 1: C1=C(C(=O)NC(=O)N1)N(CCCl)CCCl. Drug 2: CCC1(C2=C(COC1=O)C(=O)N3CC4=CC5=C(C=CC(=C5CN(C)C)O)N=C4C3=C2)O.Cl. Cell line: MDA-MB-435. Synergy scores: CSS=15.4, Synergy_ZIP=-2.62, Synergy_Bliss=2.11, Synergy_Loewe=-57.3, Synergy_HSA=0.519.